Dataset: Full USPTO retrosynthesis dataset with 1.9M reactions from patents (1976-2016). Task: Predict the reactants needed to synthesize the given product. (1) Given the product [NH:35]1[C:30]2[CH:31]=[CH:32][CH:33]=[CH:34][C:29]=2[N:36]=[C:27]1[CH:19]1[C:20]2=[CH:26][NH:25][N:24]=[C:21]2[CH2:22][CH2:23][N:18]1[S:15]([C:12]1[CH:13]=[CH:14][C:9]([Cl:8])=[CH:10][CH:11]=1)(=[O:17])=[O:16], predict the reactants needed to synthesize it. The reactants are: C(Cl)Cl.S(Cl)(Cl)=O.[Cl:8][C:9]1[CH:14]=[CH:13][C:12]([S:15]([N:18]2[CH2:23][CH2:22][C:21]3=[N:24][NH:25][CH:26]=[C:20]3[CH:19]2[CH:27]=O)(=[O:17])=[O:16])=[CH:11][CH:10]=1.[C:29]1([NH2:36])[CH:34]=[CH:33][CH:32]=[CH:31][C:30]=1[NH2:35]. (2) Given the product [F:17][C:11]1[CH:12]=[CH:13][CH:14]=[C:15]([F:16])[C:10]=1[C:9]([NH:8][C:5]1[CH:6]=[CH:7][C:2]([B:19]2[O:23][C:22]([CH3:25])([CH3:24])[C:21]([CH3:27])([CH3:26])[O:20]2)=[CH:3][CH:4]=1)=[O:18], predict the reactants needed to synthesize it. The reactants are: Br[C:2]1[CH:7]=[CH:6][C:5]([NH:8][C:9](=[O:18])[C:10]2[C:15]([F:16])=[CH:14][CH:13]=[CH:12][C:11]=2[F:17])=[CH:4][CH:3]=1.[B:19]1([B:19]2[O:23][C:22]([CH3:25])([CH3:24])[C:21]([CH3:27])([CH3:26])[O:20]2)[O:23][C:22]([CH3:25])([CH3:24])[C:21]([CH3:27])([CH3:26])[O:20]1. (3) The reactants are: [C:1]([CH:4]1[CH2:16][CH2:15][C:14]2[C:13]3[C:8](=[C:9]([C:25]([NH2:27])=[O:26])[CH:10]=[CH:11][C:12]=3[C:17]3[C:22]([F:23])=[CH:21][CH:20]=[CH:19][C:18]=3[F:24])[NH:7][C:6]=2[CH2:5]1)(=[O:3])[CH3:2].[BH4-].[Na+]. Given the product [F:24][C:18]1[CH:19]=[CH:20][CH:21]=[C:22]([F:23])[C:17]=1[C:12]1[CH:11]=[CH:10][C:9]([C:25]([NH2:27])=[O:26])=[C:8]2[C:13]=1[C:14]1[CH2:15][CH2:16][CH:4]([CH:1]([OH:3])[CH3:2])[CH2:5][C:6]=1[NH:7]2, predict the reactants needed to synthesize it. (4) Given the product [O:12]([C:2]1[CH:3]=[CH:4][CH:5]=[CH:6][N:1]=1)[S:9]([C:8]([F:21])([F:20])[F:7])(=[O:11])=[O:10], predict the reactants needed to synthesize it. The reactants are: [N:1]1[CH:6]=[CH:5][CH:4]=[CH:3][CH:2]=1.[F:7][C:8]([F:21])([F:20])[S:9]([O:12]S(C(F)(F)F)(=O)=O)(=[O:11])=[O:10]. (5) Given the product [CH2:3]([NH:2][C:9]1[N:10]=[CH:11][C:6]2[CH:5]=[CH:4][C:3](=[O:16])[N:2]([CH3:1])[C:7]=2[N:8]=1)[CH2:4][CH2:5][CH3:6], predict the reactants needed to synthesize it. The reactants are: [CH3:1][N:2]1[C:7]2[N:8]=[C:9](S(C)(=O)=O)[N:10]=[CH:11][C:6]=2[CH:5]=[CH:4][C:3]1=[O:16]. (6) Given the product [F:1][C:2]1[CH:3]=[CH:4][C:5]([O:19][CH2:20][C:21]([N:27]([CH:24]([CH3:26])[CH3:25])[NH:28][C:29]([CH:31]2[CH2:36][CH2:35][O:34][CH2:33][CH2:32]2)=[O:30])=[O:22])=[C:6]([C:8]2[CH:13]=[CH:12][CH:11]=[CH:10][C:9]=2[O:14][C:15]([F:18])([F:16])[F:17])[CH:7]=1, predict the reactants needed to synthesize it. The reactants are: [F:1][C:2]1[CH:3]=[CH:4][C:5]([O:19][CH2:20][C:21](O)=[O:22])=[C:6]([C:8]2[CH:13]=[CH:12][CH:11]=[CH:10][C:9]=2[O:14][C:15]([F:18])([F:17])[F:16])[CH:7]=1.[CH:24]([NH:27][NH:28][C:29]([CH:31]1[CH2:36][CH2:35][O:34][CH2:33][CH2:32]1)=[O:30])([CH3:26])[CH3:25].C(NC(C)C)(C)C.C1CN([P+](Br)(N2CCCC2)N2CCCC2)CC1.F[P-](F)(F)(F)(F)F. (7) Given the product [Br:15][C:4]1[S:3](=[O:13])(=[O:14])[N:2]([CH3:1])[C:7]2[CH:8]=[CH:9][CH:10]=[CH:11][C:6]=2[C:5]=1[CH3:12], predict the reactants needed to synthesize it. The reactants are: [CH3:1][N:2]1[C:7]2[CH:8]=[CH:9][CH:10]=[CH:11][C:6]=2[C:5]([CH3:12])=[CH:4][S:3]1(=[O:14])=[O:13].[Br:15]N1C(=O)CCC1=O.N(C(C)(C)C#N)=NC(C)(C)C#N.O. (8) Given the product [Cl:33][C:34]1[CH:39]=[CH:38][C:37]([C:43]#[N:44])=[C:36]([C:2]2[C:7]([O:8][CH:9]([CH3:10])[CH3:11])=[CH:6][N:5]([CH:12]([CH3:29])[C:13]([NH:15][C:16]3[CH:17]=[CH:18][C:19]([C:20]([O:22][C:23]([CH3:26])([CH3:24])[CH3:25])=[O:21])=[CH:27][CH:28]=3)=[O:14])[C:4](=[O:30])[CH:3]=2)[CH:35]=1, predict the reactants needed to synthesize it. The reactants are: I[C:2]1[C:7]([O:8][CH:9]([CH3:11])[CH3:10])=[CH:6][N:5]([CH:12]([CH3:29])[C:13]([NH:15][C:16]2[CH:28]=[CH:27][C:19]([C:20]([O:22][C:23]([CH3:26])([CH3:25])[CH3:24])=[O:21])=[CH:18][CH:17]=2)=[O:14])[C:4](=[O:30])[CH:3]=1.BrBr.[Cl:33][C:34]1[CH:35]=[CH:36][C:37]([C:43]#[N:44])=[C:38](B(O)O)[CH:39]=1. (9) Given the product [CH3:29][C:30]1[CH:35]=[C:34]([CH3:36])[N:33]=[C:32]([N:37]2[CH2:44][CH:43]3[CH:39]([CH2:40][N:41]([C:71]([C:69]4[C:68]([N:74]5[CH:6]=[CH:3][N:2]=[N:78]5)=[CH:67][CH:66]=[C:65]([CH3:64])[N:70]=4)=[O:73])[CH2:42]3)[CH2:38]2)[N:31]=1, predict the reactants needed to synthesize it. The reactants are: N1[N:2]=[C:3]([C:6]2C=CC=CC=2C(N2CC3CN(C(OC(C)(C)C)=O)CC3C2)=O)NC=1.[CH3:29][C:30]1[CH:35]=[C:34]([CH3:36])[N:33]=[C:32]([N:37]2[CH2:44][CH:43]3[CH:39]([CH2:40][NH:41][CH2:42]3)[CH2:38]2)[N:31]=1.CC(O)=O.C(OC(N1CC2C(CNC2)C1)=O)(C)(C)C.[CH3:64][C:65]1[N:70]=[C:69]([C:71]([O-:73])=O)[C:68]([N:74]2[N:78]=CC=N2)=[CH:67][CH:66]=1.[Na+].N1N=C(C2C=CC=CC=2C(O)=O)NC=1. (10) Given the product [CH:25]([C:28]1[CH:34]=[CH:33][C:31]([NH:32][C:13]([CH:14]2[C:15]3[C:16](=[CH:20][CH:21]=[CH:22][CH:23]=3)[C:17](=[O:19])[N:12]([CH2:11][CH2:10][O:9][CH3:8])[CH:6]2[C:2]2[S:1][CH:5]=[CH:4][CH:3]=2)=[O:24])=[CH:30][CH:29]=1)([CH3:27])[CH3:26], predict the reactants needed to synthesize it. The reactants are: [S:1]1[CH:5]=[CH:4][CH:3]=[C:2]1[CH:6]=O.[CH3:8][O:9][CH2:10][CH2:11][NH2:12].[C:13]1(=[O:24])[O:19][C:17](=O)[C:16]2=[CH:20][CH:21]=[CH:22][CH:23]=[C:15]2[CH2:14]1.[CH:25]([C:28]1[CH:34]=[CH:33][C:31]([NH2:32])=[CH:30][CH:29]=1)([CH3:27])[CH3:26].